This data is from NCI-60 drug combinations with 297,098 pairs across 59 cell lines. The task is: Regression. Given two drug SMILES strings and cell line genomic features, predict the synergy score measuring deviation from expected non-interaction effect. (1) Drug 1: C1CN(P(=O)(OC1)NCCCl)CCCl. Drug 2: CCC1(C2=C(COC1=O)C(=O)N3CC4=CC5=C(C=CC(=C5CN(C)C)O)N=C4C3=C2)O.Cl. Cell line: HS 578T. Synergy scores: CSS=5.58, Synergy_ZIP=-1.65, Synergy_Bliss=2.15, Synergy_Loewe=-7.11, Synergy_HSA=-0.671. (2) Drug 1: CCN(CC)CCNC(=O)C1=C(NC(=C1C)C=C2C3=C(C=CC(=C3)F)NC2=O)C. Drug 2: C1C(C(OC1N2C=NC(=NC2=O)N)CO)O. Cell line: ACHN. Synergy scores: CSS=15.2, Synergy_ZIP=-2.50, Synergy_Bliss=1.75, Synergy_Loewe=-7.26, Synergy_HSA=-4.06. (3) Drug 1: CC(C)(C#N)C1=CC(=CC(=C1)CN2C=NC=N2)C(C)(C)C#N. Drug 2: CC(C)NC(=O)C1=CC=C(C=C1)CNNC.Cl. Cell line: SF-268. Synergy scores: CSS=-1.43, Synergy_ZIP=0.202, Synergy_Bliss=-2.87, Synergy_Loewe=-4.06, Synergy_HSA=-4.03. (4) Synergy scores: CSS=76.0, Synergy_ZIP=0.451, Synergy_Bliss=-0.750, Synergy_Loewe=-23.2, Synergy_HSA=-1.70. Cell line: UO-31. Drug 1: CC12CCC3C(C1CCC2OP(=O)(O)O)CCC4=C3C=CC(=C4)OC(=O)N(CCCl)CCCl.[Na+]. Drug 2: B(C(CC(C)C)NC(=O)C(CC1=CC=CC=C1)NC(=O)C2=NC=CN=C2)(O)O. (5) Synergy scores: CSS=52.3, Synergy_ZIP=3.82, Synergy_Bliss=6.68, Synergy_Loewe=-15.1, Synergy_HSA=4.14. Cell line: NCI-H522. Drug 1: CC1C(C(CC(O1)OC2CC(OC(C2O)C)OC3=CC4=CC5=C(C(=O)C(C(C5)C(C(=O)C(C(C)O)O)OC)OC6CC(C(C(O6)C)O)OC7CC(C(C(O7)C)O)OC8CC(C(C(O8)C)O)(C)O)C(=C4C(=C3C)O)O)O)O. Drug 2: C1C(C(OC1N2C=NC3=C2NC=NCC3O)CO)O.